Dataset: Forward reaction prediction with 1.9M reactions from USPTO patents (1976-2016). Task: Predict the product of the given reaction. (1) Given the reactants BrC1C=C[C:5](NCC(OC)=O)=[N:6]C=1.[CH2:14]([N:16]1[C:24]2[C:19](=[CH:20][C:21]([F:25])=[CH:22][CH:23]=2)[C:18]([CH:26]=O)=[CH:17]1)[CH3:15].CN1C2C(=CC=CC=2)C(C)=C1C=O, predict the reaction product. The product is: [CH2:14]([N:16]1[C:24]2[C:19](=[CH:20][C:21]([F:25])=[CH:22][CH:23]=2)[C:18]([CH2:26][NH:6][CH3:5])=[CH:17]1)[CH3:15]. (2) Given the reactants [NH2:1][C:2]1[C:10]2[C:5](=[CH:6][CH:7]=[CH:8][C:9]=2[CH2:11][C:12]#[N:13])[NH:4][N:3]=1.CC1(C)OC(=O)[CH:18]([C:22]([CH:24]2[CH2:29][CH2:28][N:27]([C:30]([O:32][C:33]([CH3:36])([CH3:35])[CH3:34])=[O:31])[CH2:26][CH2:25]2)=O)[C:17](=O)[O:16]1.P([O-])([O-])([O-])=O.[K+].[K+].[K+].Cl, predict the reaction product. The product is: [C:12]([CH2:11][C:9]1[C:10]2[C:5]([CH:6]=[CH:7][CH:8]=1)=[N:4][N:3]1[C:22]([CH:24]3[CH2:29][CH2:28][N:27]([C:30]([O:32][C:33]([CH3:36])([CH3:35])[CH3:34])=[O:31])[CH2:26][CH2:25]3)=[CH:18][C:17](=[O:16])[NH:1][C:2]=21)#[N:13]. (3) Given the reactants [Cl:1][C:2]1[C:7]([N+:8]([O-:10])=[O:9])=[C:6]([OH:11])[CH:5]=[CH:4][N:3]=1.CCN(C(C)C)C(C)C.Cl[CH2:22][O:23][CH2:24][CH2:25][Si:26]([CH3:29])([CH3:28])[CH3:27], predict the reaction product. The product is: [Cl:1][C:2]1[N:3]([CH2:22][O:23][CH2:24][CH2:25][Si:26]([CH3:29])([CH3:28])[CH3:27])[CH:4]=[CH:5][C:6](=[O:11])[C:7]=1[N+:8]([O-:10])=[O:9]. (4) Given the reactants ClC1C(C(C2C=C3C(C=CC(C4C=CC=CC=4)=N3)=CC=2)N2[C:17](=[O:18])[C:16]3[C:11](=[CH:12][CH:13]=[CH:14][CH:15]=3)[C:10]2=[O:19])=NC=CN=1.[NH2:36][NH2:37].C(Cl)Cl.CC[OH:43], predict the reaction product. The product is: [C:17]([NH:36][NH2:37])(=[O:18])[C:16]1[C:11](=[CH:12][CH:13]=[CH:14][CH:15]=1)[C:10]([OH:19])=[O:43]. (5) Given the reactants [CH3:1][O:2][C:3](=[O:22])[C@H:4]([OH:21])[CH2:5][NH:6][C:7]1[CH:8]=[C:9]2[C:13](=[C:14]([F:16])[CH:15]=1)[N:12]([CH2:17][CH2:18][CH3:19])[C:11](=[O:20])[CH2:10]2.[C:23](OCC)(=[O:25])C, predict the reaction product. The product is: [CH3:1][O:2][C:3]([C@@H:4]1[O:21][C:23](=[O:25])[N:6]([C:7]2[CH:8]=[C:9]3[C:13](=[C:14]([F:16])[CH:15]=2)[N:12]([CH2:17][CH2:18][CH3:19])[C:11](=[O:20])[CH2:10]3)[CH2:5]1)=[O:22].